Dataset: Full USPTO retrosynthesis dataset with 1.9M reactions from patents (1976-2016). Task: Predict the reactants needed to synthesize the given product. (1) Given the product [C:20]([O:23][C:24]([NH:1][CH:2]([CH2:7][C:8]1[CH:13]=[CH:12][C:11]([N+:14]([O-:16])=[O:15])=[CH:10][CH:9]=1)[C:3]([O:5][CH3:6])=[O:4])=[O:25])([CH3:22])([CH3:21])[CH3:19], predict the reactants needed to synthesize it. The reactants are: [NH2:1][CH:2]([CH2:7][C:8]1[CH:13]=[CH:12][C:11]([N+:14]([O-:16])=[O:15])=[CH:10][CH:9]=1)[C:3]([O:5][CH3:6])=[O:4].[OH-].[Na+].[CH3:19][C:20]([O:23][C:24](O[C:24]([O:23][C:20]([CH3:22])([CH3:21])[CH3:19])=[O:25])=[O:25])([CH3:22])[CH3:21].O. (2) Given the product [Br:2][C:3]1[CH:8]=[CH:7][C:6]([C@@H:9]([C:22]2[CH:27]=[CH:26][CH:25]=[CH:24][C:23]=2[CH3:28])[CH2:10][C:11]([C:13]2[N:18]=[N:17][C:16]([O:20][CH3:21])=[CH:15][CH:14]=2)=[O:12])=[CH:5][CH:4]=1, predict the reactants needed to synthesize it. The reactants are: O.[Br:2][C:3]1[CH:8]=[CH:7][C:6]([C@@H:9]([C:22]2[CH:27]=[CH:26][CH:25]=[CH:24][C:23]=2[CH3:28])[CH2:10][C:11]([C:13]2[N+:18]([O-])=[N:17][C:16]([O:20][CH3:21])=[CH:15][CH:14]=2)=[O:12])=[CH:5][CH:4]=1. (3) Given the product [CH2:1]([O:8][N:9]([CH2:35][C:36]1[C:37]([O:46][CH3:47])=[CH:38][C:39]([O:44][CH3:45])=[CH:40][C:41]=1[O:42][CH3:43])[C:10](=[O:34])[CH2:11][CH2:12][C:13]([CH2:23][C:24]1[CH:29]=[CH:28][C:27]([C:30]([OH:32])=[O:31])=[CH:26][CH:25]=1)([C:14]([OH:22])=[O:15])[C:18]([OH:19])=[O:17])[C:2]1[CH:7]=[CH:6][CH:5]=[CH:4][CH:3]=1, predict the reactants needed to synthesize it. The reactants are: [CH2:1]([O:8][N:9]([CH2:35][C:36]1[C:41]([O:42][CH3:43])=[CH:40][C:39]([O:44][CH3:45])=[CH:38][C:37]=1[O:46][CH3:47])[C:10](=[O:34])[CH2:11][CH2:12][C:13]1([CH2:23][C:24]2[CH:29]=[CH:28][C:27]([C:30]([O:32]C)=[O:31])=[CH:26][CH:25]=2)[C:18](=[O:19])[O:17]C(C)(C)[O:15][C:14]1=[O:22])[C:2]1[CH:7]=[CH:6][CH:5]=[CH:4][CH:3]=1.O1CCOCC1.[OH-].[Na+]. (4) The reactants are: Br[C:2]1[C:7]([C:8]([F:11])([F:10])[F:9])=[CH:6][CH:5]=[CH:4][C:3]=1[F:12].[NH2:13][C:14]1[CH:19]=[CH:18][C:17](B2OC(C)(C)C(C)(C)O2)=[CH:16][C:15]=1[N+:29]([O-:31])=[O:30]. Given the product [F:12][C:3]1[CH:4]=[CH:5][CH:6]=[C:7]([C:8]([F:11])([F:10])[F:9])[C:2]=1[C:17]1[CH:18]=[CH:19][C:14]([NH2:13])=[C:15]([N+:29]([O-:31])=[O:30])[CH:16]=1, predict the reactants needed to synthesize it. (5) Given the product [ClH:53].[NH2:18][C@@H:14]1[CH2:15][CH2:16][CH2:17][N:12]([CH:4]([C:5]2[CH:10]=[CH:9][CH:8]=[CH:7][C:6]=2[F:11])[C:3]([N:2]([CH3:27])[CH3:1])=[O:26])[CH2:13]1, predict the reactants needed to synthesize it. The reactants are: [CH3:1][N:2]([CH3:27])[C:3](=[O:26])[CH:4]([N:12]1[CH2:17][CH2:16][CH2:15][C@@H:14]([NH:18]C(=O)OC(C)(C)C)[CH2:13]1)[C:5]1[CH:10]=[CH:9][CH:8]=[CH:7][C:6]=1[F:11].NC(=O)C(N1CCC[C@@H](NC(=O)OC(C)(C)C)C1)C1C=CC=CC=1F.[ClH:53]. (6) Given the product [C:15]([O:19][C:20]([C:22]1([CH2:55][C:56]([O:58][C:59]([CH3:62])([CH3:61])[CH3:60])=[O:57])[O:26][N:25]=[C:24]([C:27]2[CH:32]=[C:31]([O:33][C:10](=[O:11])[C:9]3[CH:8]=[CH:7][C:6]([NH:2][C:3]([NH2:5])=[NH:4])=[CH:14][CH:13]=3)[CH:30]=[CH:29][C:28]=2[CH2:34][CH2:35][C:36]([NH:38][C@H:39]([C:48]([O:50][C:51]([CH3:54])([CH3:53])[CH3:52])=[O:49])[CH2:40][C:41]([O:43][C:44]([CH3:45])([CH3:46])[CH3:47])=[O:42])=[O:37])[CH2:23]1)=[O:21])([CH3:18])([CH3:16])[CH3:17], predict the reactants needed to synthesize it. The reactants are: Cl.[NH:2]([C:6]1[CH:14]=[CH:13][C:9]([C:10](Cl)=[O:11])=[CH:8][CH:7]=1)[C:3]([NH2:5])=[NH:4].[C:15]([O:19][C:20]([C:22]1([CH2:55][C:56]([O:58][C:59]([CH3:62])([CH3:61])[CH3:60])=[O:57])[O:26][N:25]=[C:24]([C:27]2[CH:32]=[C:31]([OH:33])[CH:30]=[CH:29][C:28]=2[CH2:34][CH2:35][C:36]([NH:38][C@H:39]([C:48]([O:50][C:51]([CH3:54])([CH3:53])[CH3:52])=[O:49])[CH2:40][C:41]([O:43][C:44]([CH3:47])([CH3:46])[CH3:45])=[O:42])=[O:37])[CH2:23]1)=[O:21])([CH3:18])([CH3:17])[CH3:16].N1C=CC=CC=1.C(=O)(O)[O-].[Na+]. (7) Given the product [C:1]1([C:11]23[CH2:17][CH:12]2[CH:13]([OH:16])[CH2:14][CH2:15]3)[C:10]2[C:5](=[CH:6][CH:7]=[CH:8][CH:9]=2)[CH:4]=[CH:3][CH:2]=1, predict the reactants needed to synthesize it. The reactants are: [C:1]1([C:11]2[CH2:15][CH2:14][CH:13]([OH:16])[CH:12]=2)[C:10]2[C:5](=[CH:6][CH:7]=[CH:8][CH:9]=2)[CH:4]=[CH:3][CH:2]=1.[CH2:17]([Zn]CC)C.ICI.